Task: Predict the reactants needed to synthesize the given product.. Dataset: Full USPTO retrosynthesis dataset with 1.9M reactions from patents (1976-2016) (1) Given the product [Br:1][C:2]1[CH:3]=[C:4]([N:8]2[C:12]3=[N:13][CH:14]=[C:15]([C:17]4[CH:21]=[CH:20][N:19]([CH3:22])[N:18]=4)[CH:16]=[C:11]3[C:10]([C:23]([OH:25])=[O:24])=[N:9]2)[CH:5]=[CH:6][CH:7]=1, predict the reactants needed to synthesize it. The reactants are: [Br:1][C:2]1[CH:3]=[C:4]([N:8]2[C:12]3=[N:13][CH:14]=[C:15]([C:17]4[CH:21]=[CH:20][N:19]([CH3:22])[N:18]=4)[CH:16]=[C:11]3[C:10]([C:23]([O:25]C)=[O:24])=[N:9]2)[CH:5]=[CH:6][CH:7]=1.O.[OH-].[Li+]. (2) Given the product [F:16][C:17]1[CH:18]=[CH:19][C:20]([C:23]([F:24])([F:25])[F:26])=[CH:21][C:22]=1[C:2]1[CH:7]=[CH:6][N:5]=[C:4]([C:8]#[N:9])[CH:3]=1, predict the reactants needed to synthesize it. The reactants are: Cl[C:2]1[CH:7]=[CH:6][N:5]=[C:4]([C:8]#[N:9])[CH:3]=1.C(=O)([O-])[O-].[K+].[K+].[F:16][C:17]1[CH:22]=[CH:21][C:20]([C:23]([F:26])([F:25])[F:24])=[CH:19][C:18]=1B(O)O.[Cl-].[NH4+]. (3) Given the product [Si:1]([O:18][CH2:19][C@H:20]1[CH2:25][O:24][CH2:23][CH2:22][N:21]1[C:26]([O:28][C:29]([CH3:32])([CH3:31])[CH3:30])=[O:27])([C:14]([CH3:16])([CH3:17])[CH3:15])([C:8]1[CH:9]=[CH:10][CH:11]=[CH:12][CH:13]=1)[C:2]1[CH:7]=[CH:6][CH:5]=[CH:4][CH:3]=1, predict the reactants needed to synthesize it. The reactants are: [Si:1]([O:18][CH2:19][C@@H:20]1[CH2:25][O:24][CH2:23][CH2:22][N:21]1[C:26]([O:28][C:29]([CH3:32])([CH3:31])[CH3:30])=[O:27])([C:14]([CH3:17])([CH3:16])[CH3:15])([C:8]1[CH:13]=[CH:12][CH:11]=[CH:10][CH:9]=1)[C:2]1[CH:7]=[CH:6][CH:5]=[CH:4][CH:3]=1.OC[C@@H]1COCCN1C(OC(C)(C)C)=O.C([Si](Cl)(C1C=CC=CC=1)C1C=CC=CC=1)(C)(C)C. (4) The reactants are: C(=O)([O-])[O-].[Na+].[Na+].CC1C=CC(S(O)(=O)=O)=CC=1.[NH:18]1[CH2:23][CH2:22][CH:21]([CH2:24][O:25][C:26]2[C:30]3[C:31]([O:35][C@@H:36]4[CH2:40][CH2:39][O:38][CH2:37]4)=[CH:32][CH:33]=[CH:34][C:29]=3[O:28][N:27]=2)[CH2:20][CH2:19]1.[O:41]1[C:43]2([CH2:48][CH2:47][O:46][CH2:45][CH2:44]2)[CH2:42]1. Given the product [O:38]1[CH2:39][CH2:40][C@@H:36]([O:35][C:31]2[C:30]3[C:26]([O:25][CH2:24][CH:21]4[CH2:20][CH2:19][N:18]([CH2:42][C:43]5([OH:41])[CH2:48][CH2:47][O:46][CH2:45][CH2:44]5)[CH2:23][CH2:22]4)=[N:27][O:28][C:29]=3[CH:34]=[CH:33][CH:32]=2)[CH2:37]1, predict the reactants needed to synthesize it.